From a dataset of Reaction yield outcomes from USPTO patents with 853,638 reactions. Predict the reaction yield, written as a fraction of the theoretical maximum amount of product (1.0 means a 100% yield; for example, 0.34 means a 34% yield). (1) The reactants are [N+:1]([C:4]1[CH:9]=[C:8]([C:10]([CH3:13])([CH3:12])[CH3:11])[CH:7]=[CH:6][C:5]=1[OH:14])([O-:3])=[O:2].CCN(CC)CC.[S:22](O[S:22]([C:25]([F:28])([F:27])[F:26])(=[O:24])=[O:23])([C:25]([F:28])([F:27])[F:26])(=[O:24])=[O:23]. The catalyst is C(Cl)Cl.O. The product is [C:10]([C:8]1[CH:7]=[CH:6][C:5]([O:14][S:22]([C:25]([F:28])([F:27])[F:26])(=[O:24])=[O:23])=[C:4]([N+:1]([O-:3])=[O:2])[CH:9]=1)([CH3:11])([CH3:13])[CH3:12]. The yield is 0.970. (2) The reactants are [CH:1]([O:4][C:5]1[CH:9]=[C:8]([CH2:10][CH2:11][C:12]([O:14][CH2:15][CH3:16])=[O:13])[NH:7][N:6]=1)([CH3:3])[CH3:2].[H-].[Na+].[CH3:19][C:20]1[CH:27]=[CH:26][CH:25]=[CH:24][C:21]=1[CH2:22]Br. The catalyst is CN(C)C=O. The product is [CH:1]([O:4][C:5]1[CH:9]=[C:8]([CH2:10][CH2:11][C:12]([O:14][CH2:15][CH3:16])=[O:13])[N:7]([CH2:19][C:20]2[CH:27]=[CH:26][CH:25]=[CH:24][C:21]=2[CH3:22])[N:6]=1)([CH3:3])[CH3:2]. The yield is 0.250. (3) The reactants are [Cl:1][C:2]1[N:7]=[C:6](Cl)[C:5]([Cl:9])=[CH:4][N:3]=1.[CH2:10]([NH2:13])[C:11]#[CH:12].C(=O)([O-])[O-].[K+].[K+].C1COCC1. The catalyst is O. The product is [Cl:1][C:2]1[N:7]=[C:6]([NH:13][CH2:10][C:11]#[CH:12])[C:5]([Cl:9])=[CH:4][N:3]=1. The yield is 0.900. (4) The product is [CH2:17]([C@@H:5]1[C@@H:1]([OH:6])[CH2:2][N:3]([C:7]([O:9][CH2:10][C:11]2[CH:16]=[CH:15][CH:14]=[CH:13][CH:12]=2)=[O:8])[CH2:4]1)[CH3:18]. The yield is 0.690. The catalyst is O1CCCC1.CCOCC.CCOC(C)=O.CSC.[Cu+].[Br-]. The reactants are [CH:1]12[O:6][CH:5]1[CH2:4][N:3]([C:7]([O:9][CH2:10][C:11]1[CH:16]=[CH:15][CH:14]=[CH:13][CH:12]=1)=[O:8])[CH2:2]2.[CH2:17]([Mg]Br)[CH3:18]. (5) The reactants are [C:1]([O:5][C:6]([NH:8][C:9]1[CH:14]=[CH:13][CH:12]=[C:11]([CH3:15])[N:10]=1)=[O:7])([CH3:4])([CH3:3])[CH3:2].[H-].[Na+].[CH3:18]I. The catalyst is CN(C)C=O. The product is [C:1]([O:5][C:6]([N:8]([CH3:18])[C:9]1[CH:14]=[CH:13][CH:12]=[C:11]([CH3:15])[N:10]=1)=[O:7])([CH3:4])([CH3:3])[CH3:2]. The yield is 0.660. (6) The reactants are [N:1]1([CH:7]=[CH:8][C:9]([O:11][CH3:12])=[O:10])[CH2:6][CH2:5][CH2:4][CH2:3][CH2:2]1.C(N(CC)CC)C.[F:20][CH:21]([F:25])[C:22](Cl)=[O:23]. The catalyst is C1(C)C=CC=CC=1. The product is [F:20][CH:21]([F:25])[C:22](=[O:23])[C:8](=[CH:7][N:1]1[CH2:6][CH2:5][CH2:4][CH2:3][CH2:2]1)[C:9]([O:11][CH3:12])=[O:10]. The yield is 0.803. (7) The reactants are [C:1]1([CH2:7][C:8]#[N:9])[CH:6]=[CH:5][CH:4]=[CH:3][CH:2]=1.[C:10](OCC)(=[O:12])[CH3:11].[O-]CC.[Na+].[Na]. The catalyst is C(O)C. The product is [C:10]([CH:7]([C:1]1[CH:6]=[CH:5][CH:4]=[CH:3][CH:2]=1)[C:8]#[N:9])(=[O:12])[CH3:11]. The yield is 0.0900. (8) The reactants are [CH3:1][O:2][C:3]1[C:4]([CH3:10])=[C:5]([NH2:9])[CH:6]=[CH:7][CH:8]=1.[Cl:11][C:12]1[N:17]=[C:16](Cl)[CH:15]=[CH:14][N:13]=1. The catalyst is C(O)C.C(Cl)Cl. The product is [Cl:11][C:12]1[N:17]=[C:16]([NH:9][C:5]2[CH:6]=[CH:7][CH:8]=[C:3]([O:2][CH3:1])[C:4]=2[CH3:10])[CH:15]=[CH:14][N:13]=1. The yield is 0.0700.